From a dataset of Ames mutagenicity test results for genotoxicity prediction. Regression/Classification. Given a drug SMILES string, predict its toxicity properties. Task type varies by dataset: regression for continuous values (e.g., LD50, hERG inhibition percentage) or binary classification for toxic/non-toxic outcomes (e.g., AMES mutagenicity, cardiotoxicity, hepatotoxicity). Dataset: ames. (1) The drug is CC(=O)CC(=O)CCC(=O)O. The result is 0 (non-mutagenic). (2) The molecule is Cc1cnc2cc3nc(N)n(C)c3c(C)c2n1. The result is 1 (mutagenic). (3) The drug is CCC(=O)N(O)c1ccc(-c2ccccc2)cc1. The result is 1 (mutagenic). (4) The compound is CCCCCC[N+](=O)[O-]. The result is 0 (non-mutagenic). (5) The molecule is CCCC/C=C/C=C/C=C/C=C/C=C/OCC(O)CO. The result is 1 (mutagenic). (6) The result is 0 (non-mutagenic). The drug is CCNCC. (7) The drug is c1ccc2c3c4c(ccc5cccc(c54)[C@H]4O[C@@H]34)cc2c1. The result is 1 (mutagenic). (8) The compound is Cn1c(N=[N+]=[N-])nc2ccc3ncccc3c21. The result is 1 (mutagenic). (9) The result is 1 (mutagenic). The molecule is O=[N+]([O-])c1ccc(-c2ccccc2)cc1.